The task is: Predict the reactants needed to synthesize the given product.. This data is from Full USPTO retrosynthesis dataset with 1.9M reactions from patents (1976-2016). (1) Given the product [Cl:1][C:2]1[CH:3]=[C:4]([N:10]2[C:14]([CH3:15])=[C:13]([CH2:16][C:17]3[CH:25]=[CH:24][CH:23]=[CH:22][C:18]=3[C:19]([N:28]([CH3:29])[CH3:27])=[O:21])[C:12]([CH3:26])=[N:11]2)[CH:5]=[CH:6][C:7]=1[C:8]#[N:9], predict the reactants needed to synthesize it. The reactants are: [Cl:1][C:2]1[CH:3]=[C:4]([N:10]2[C:14]([CH3:15])=[C:13]([CH2:16][C:17]3[CH:25]=[CH:24][CH:23]=[CH:22][C:18]=3[C:19]([OH:21])=O)[C:12]([CH3:26])=[N:11]2)[CH:5]=[CH:6][C:7]=1[C:8]#[N:9].[CH3:27][NH:28][CH3:29].C1COCC1. (2) Given the product [CH3:21][N:22]1[CH2:23][CH2:24][N:25]([C:28]2[N:33]=[CH:32][C:31]([C:3]3[C:4]4[C:9](=[CH:8][C:7]([CH:10]=[C:11]5[C:19]6[C:14](=[CH:15][CH:16]=[CH:17][CH:18]=6)[NH:13][C:12]5=[O:20])=[CH:6][CH:5]=4)[NH:1][N:2]=3)=[CH:30][CH:29]=2)[CH2:26][CH2:27]1, predict the reactants needed to synthesize it. The reactants are: [NH:1]1[C:9]2[C:4](=[CH:5][CH:6]=[C:7](/[CH:10]=[C:11]3/[C:12](=[O:20])[NH:13][C:14]4[C:19]/3=[CH:18][CH:17]=[CH:16][CH:15]=4)[CH:8]=2)[CH:3]=[N:2]1.[CH3:21][N:22]1[CH2:27][CH2:26][N:25]([C:28]2[N:33]=[CH:32][C:31](C3C4C(=CC(C=O)=CC=4)NN=3)=[CH:30][CH:29]=2)[CH2:24][CH2:23]1. (3) Given the product [Cl:7][C:8]1[CH:13]=[CH:12][C:11]([O:14][CH:1]2[CH2:5][CH2:4][CH2:3][CH2:2]2)=[CH:10][N:9]=1, predict the reactants needed to synthesize it. The reactants are: [CH:1]1(Br)[CH2:5][CH2:4][CH2:3][CH2:2]1.[Cl:7][C:8]1[CH:13]=[CH:12][C:11]([OH:14])=[CH:10][N:9]=1.C(=O)([O-])[O-].[Cs+].[Cs+]. (4) Given the product [CH3:9][O:8][C:5]1[N:4]=[CH:3][C:2]([C:11]#[C:10][C:12]2[CH2:17][CH2:16][N:15]([C:18]([O:20][C:21]([CH3:24])([CH3:23])[CH3:22])=[O:19])[CH2:14][CH:13]=2)=[CH:7][N:6]=1, predict the reactants needed to synthesize it. The reactants are: Br[C:2]1[CH:3]=[N:4][C:5]([O:8][CH3:9])=[N:6][CH:7]=1.[C:10]([C:12]1[CH2:13][CH2:14][N:15]([C:18]([O:20][C:21]([CH3:24])([CH3:23])[CH3:22])=[O:19])[CH2:16][CH:17]=1)#[CH:11].C(NC(C)C)(C)C. (5) Given the product [C:2]([C:7]1[O:11][C:10]([CH2:12][N:13]2[CH:17]=[CH:16][C:15]([NH:18][C:28](=[O:29])/[CH:27]=[CH:26]/[C:22]3[CH:23]=[CH:24][CH:25]=[C:20]([Cl:19])[CH:21]=3)=[N:14]2)=[CH:9][CH:8]=1)(=[O:6])[CH3:1], predict the reactants needed to synthesize it. The reactants are: [CH3:1][C:2]1([C:7]2[O:11][C:10]([CH2:12][N:13]3[CH:17]=[CH:16][C:15]([NH2:18])=[N:14]3)=[CH:9][CH:8]=2)[O:6]CCO1.[Cl:19][C:20]1[CH:21]=[C:22](/[CH:26]=[CH:27]/[C:28](O)=[O:29])[CH:23]=[CH:24][CH:25]=1. (6) Given the product [OH:2][NH:1][C:14](=[O:16])[CH2:13][CH2:12][N:11]([CH2:10][CH2:9][C:8]1[CH:7]=[CH:6][C:5]([O:4][CH3:3])=[CH:33][CH:32]=1)[S:18]([C:21]1[CH:22]=[CH:23][C:24]([C:27]2[NH:31][N:30]=[N:29][N:28]=2)=[CH:25][CH:26]=1)(=[O:20])=[O:19], predict the reactants needed to synthesize it. The reactants are: [NH2:1][OH:2].[CH3:3][O:4][C:5]1[CH:33]=[CH:32][C:8]([CH2:9][CH2:10][N:11]([S:18]([C:21]2[CH:26]=[CH:25][C:24]([C:27]3[NH:31][N:30]=[N:29][N:28]=3)=[CH:23][CH:22]=2)(=[O:20])=[O:19])[CH2:12][CH2:13][C:14]([O:16]C)=O)=[CH:7][CH:6]=1.